From a dataset of Forward reaction prediction with 1.9M reactions from USPTO patents (1976-2016). Predict the product of the given reaction. (1) Given the reactants [C:1]([O:5][C:6]([NH:8][C:9]1[CH:10]=[C:11]([CH2:16][CH:17]([O:23][CH2:24][CH3:25])[C:18]([O:20][CH2:21][CH3:22])=[O:19])[CH:12]=[CH:13][C:14]=1[OH:15])=[O:7])([CH3:4])([CH3:3])[CH3:2].[CH3:26][S:27]([O:30][C:31]1[CH:36]=[CH:35][C:34]([CH2:37][CH2:38]OS(C)(=O)=O)=[CH:33][CH:32]=1)(=[O:29])=[O:28].C(=O)([O-])[O-].[K+].[K+], predict the reaction product. The product is: [C:1]([O:5][C:6]([NH:8][C:9]1[CH:10]=[C:11]([CH2:16][CH:17]([O:23][CH2:24][CH3:25])[C:18]([O:20][CH2:21][CH3:22])=[O:19])[CH:12]=[CH:13][C:14]=1[O:15][CH2:38][CH2:37][C:34]1[CH:33]=[CH:32][C:31]([O:30][S:27]([CH3:26])(=[O:28])=[O:29])=[CH:36][CH:35]=1)=[O:7])([CH3:4])([CH3:2])[CH3:3]. (2) Given the reactants N1CCOC([CH2:7][C:8]([OH:10])=[O:9])C1.[CH3:11][CH2:12][N:13]([CH2:16][CH3:17])[CH2:14][CH3:15].[Cl:18][C:19]1[N:20]=[C:21](Cl)[C:22]2C=C[S:25][C:23]=2[N:24]=1.C[OH:30], predict the reaction product. The product is: [Cl:18][C:19]1[N:24]=[C:12]([N:13]2[CH2:16][CH2:17][O:30][CH:15]([CH2:7][C:8]([OH:10])=[O:9])[CH2:14]2)[C:11]2[S:25][CH:23]=[CH:22][C:21]=2[N:20]=1. (3) Given the reactants [Br:1][CH2:2][CH2:3][CH2:4][CH2:5][CH2:6][CH2:7][CH2:8][CH2:9][CH2:10][CH2:11][CH2:12][CH2:13][O:14][C:15]1[CH:39]=[CH:38][C:18]([C:19]([O:21][C:22]2[CH:27]=[CH:26][C:25]([C:28]([O:30][C:31]3[CH:36]=[CH:35][CH:34]=[C:33]([OH:37])[CH:32]=3)=[O:29])=[CH:24][CH:23]=2)=[O:20])=[CH:17][CH:16]=1.[CH2:40]([O:52][C:53]1[CH:70]=[CH:69][C:56]([C:57]([O:59][C:60]2[CH:68]=[CH:67][C:63]([C:64](O)=[O:65])=[CH:62][CH:61]=2)=[O:58])=[CH:55][CH:54]=1)[CH2:41][CH2:42][CH2:43][CH2:44][CH2:45][CH2:46][CH2:47][CH2:48][CH2:49][CH2:50][CH3:51].C1CCC(N=C=NC2CCCCC2)CC1, predict the reaction product. The product is: [CH2:40]([O:52][C:53]1[CH:54]=[CH:55][C:56]([C:57]([O:59][C:60]2[CH:68]=[CH:67][C:63]([C:64]([O:37][C:33]3[CH:34]=[CH:35][CH:36]=[C:31]([O:30][C:28](=[O:29])[C:25]4[CH:24]=[CH:23][C:22]([O:21][C:19](=[O:20])[C:18]5[CH:38]=[CH:39][C:15]([O:14][CH2:13][CH2:12][CH2:11][CH2:10][CH2:9][CH2:8][CH2:7][CH2:6][CH2:5][CH2:4][CH2:3][CH2:2][Br:1])=[CH:16][CH:17]=5)=[CH:27][CH:26]=4)[CH:32]=3)=[O:65])=[CH:62][CH:61]=2)=[O:58])=[CH:69][CH:70]=1)[CH2:41][CH2:42][CH2:43][CH2:44][CH2:45][CH2:46][CH2:47][CH2:48][CH2:49][CH2:50][CH3:51]. (4) Given the reactants [C:1]([O:5][C:6]([C:8]1[CH:19]=[CH:18][C:11]2[CH:12]=[C:13]([C:15]([OH:17])=O)[O:14][C:10]=2[CH:9]=1)=[O:7])([CH3:4])([CH3:3])[CH3:2].[F:20][C:21]([F:35])([F:34])[CH:22]([C:24]1[CH:29]=[CH:28][CH:27]=[C:26]([C:30]([F:33])([F:32])[F:31])[CH:25]=1)[NH2:23].O.[Cl-].COC1N=C(OC)N=C([N+]2(C)CCOCC2)N=1.Cl, predict the reaction product. The product is: [F:20][C:21]([F:34])([F:35])[CH:22]([NH:23][C:15]([C:13]1[O:14][C:10]2[CH:9]=[C:8]([C:6]([O:5][C:1]([CH3:2])([CH3:3])[CH3:4])=[O:7])[CH:19]=[CH:18][C:11]=2[CH:12]=1)=[O:17])[C:24]1[CH:29]=[CH:28][CH:27]=[C:26]([C:30]([F:32])([F:33])[F:31])[CH:25]=1. (5) Given the reactants [CH2:1]([O:3][C:4]([C:6]1[S:10][C:9]([C:11]2[NH:12][N:13]=[CH:14][CH:15]=2)=[N:8][C:7]=1[CH3:16])=[O:5])[CH3:2].Br[CH2:18][CH2:19][C:20]1[CH:25]=[CH:24][C:23]([F:26])=[CH:22][CH:21]=1.C(=O)([O-])[O-].[K+].[K+], predict the reaction product. The product is: [CH2:1]([O:3][C:4]([C:6]1[S:10][C:9]([C:11]2[CH:15]=[CH:14][N:13]([CH2:18][CH2:19][C:20]3[CH:25]=[CH:24][C:23]([F:26])=[CH:22][CH:21]=3)[N:12]=2)=[N:8][C:7]=1[CH3:16])=[O:5])[CH3:2].